Dataset: Full USPTO retrosynthesis dataset with 1.9M reactions from patents (1976-2016). Task: Predict the reactants needed to synthesize the given product. (1) Given the product [CH2:8]([O:15][C:16]1[CH:25]=[CH:24][C:23]2[N:22]=[CH:21][C:20]3[N:26]=[C:5]([CH2:4][O:3][CH2:1][CH3:2])[N:27]([CH2:28][CH:29]([CH3:31])[CH3:30])[C:19]=3[C:18]=2[CH:17]=1)[C:9]1[CH:10]=[CH:11][CH:12]=[CH:13][CH:14]=1, predict the reactants needed to synthesize it. The reactants are: [CH2:1]([O:3][CH2:4][C:5](Cl)=O)[CH3:2].[CH2:8]([O:15][C:16]1[CH:17]=[C:18]2[C:23](=[CH:24][CH:25]=1)[N:22]=[CH:21][C:20]([NH2:26])=[C:19]2[NH:27][CH2:28][CH:29]([CH3:31])[CH3:30])[C:9]1[CH:14]=[CH:13][CH:12]=[CH:11][CH:10]=1. (2) Given the product [CH2:9]([C:6]1[CH:7]=[CH:8][C:3]([Si:19]([Cl:21])([Cl:20])[Cl:18])=[CH:4][CH:5]=1)[CH2:10][CH2:11][CH3:12].[CH2:9]([C:6]1[CH:7]=[CH:8][C:3]([Si:19]([C:3]2[CH:8]=[CH:7][C:6]([CH2:9][CH2:10][CH2:16][CH3:17])=[CH:5][CH:4]=2)([Cl:22])[Cl:18])=[CH:4][CH:5]=1)[CH2:10][CH2:11][CH3:12], predict the reactants needed to synthesize it. The reactants are: [Mg].Br[C:3]1[CH:8]=[CH:7][C:6]([CH2:9][CH2:10][CH2:11][CH3:12])=[CH:5][CH:4]=1.C(O[CH2:16][CH3:17])C.[Cl:18][Si:19]([Cl:22])([Cl:21])[Cl:20]. (3) Given the product [CH3:13][CH:9]1[O:4][C:3](=[O:5])[C:2]([CH3:7])([CH3:6])[O:1][C:10]1=[O:11], predict the reactants needed to synthesize it. The reactants are: [OH:1][C:2]([CH3:7])([CH3:6])[C:3]([OH:5])=[O:4].Br[CH:9]([CH3:13])[C:10](Cl)=[O:11].C(N(CC)CC)C. (4) Given the product [Cl:7][C:8]1[CH:13]=[CH:12][C:11]([C:14]2[C:18]([CH2:19][O:20][C:21]3[C:26]([F:27])=[CH:25][C:24]([CH2:28][CH2:29][CH2:30][OH:31])=[C:23]([CH3:35])[C:22]=3[F:36])=[C:17]([C:37]([F:39])([F:40])[F:38])[S:16][N:15]=2)=[CH:10][CH:9]=1, predict the reactants needed to synthesize it. The reactants are: [H-].[H-].[H-].[H-].[Li+].[Al+3].[Cl:7][C:8]1[CH:13]=[CH:12][C:11]([C:14]2[C:18]([CH2:19][O:20][C:21]3[C:26]([F:27])=[CH:25][C:24]([CH2:28][CH2:29][C:30](OCC)=[O:31])=[C:23]([CH3:35])[C:22]=3[F:36])=[C:17]([C:37]([F:40])([F:39])[F:38])[S:16][N:15]=2)=[CH:10][CH:9]=1. (5) Given the product [NH2:11][C:9]1[CH:8]=[CH:7][C:3]([C:4]([OH:6])=[O:5])=[C:2]([Cl:1])[CH:10]=1, predict the reactants needed to synthesize it. The reactants are: [Cl:1][C:2]1[CH:10]=[C:9]([N+:11]([O-])=O)[CH:8]=[CH:7][C:3]=1[C:4]([OH:6])=[O:5].[H][H].CC(C)=O.